From a dataset of HIV replication inhibition screening data with 41,000+ compounds from the AIDS Antiviral Screen. Binary Classification. Given a drug SMILES string, predict its activity (active/inactive) in a high-throughput screening assay against a specified biological target. The molecule is O=C1C2CC=CCC2C(=O)N1n1c(Cc2ccc(Cl)cc2)n[nH]c1=O. The result is 0 (inactive).